From a dataset of Full USPTO retrosynthesis dataset with 1.9M reactions from patents (1976-2016). Predict the reactants needed to synthesize the given product. (1) Given the product [F:11][C:10]([F:13])([F:12])[C:8]1[C:9]2[C:2]3([S:26][CH2:23][CH2:24][S:25]3)[CH2:3][CH2:4][C:5]=2[N:6]([CH2:14][C:15]([O:17][CH2:18][CH3:19])=[O:16])[N:7]=1, predict the reactants needed to synthesize it. The reactants are: O=[C:2]1[C:9]2[C:8]([C:10]([F:13])([F:12])[F:11])=[N:7][N:6]([CH2:14][C:15]([O:17][CH2:18][CH3:19])=[O:16])[C:5]=2[CH2:4][CH2:3]1.C(Cl)Cl.[CH2:23]([SH:26])[CH2:24][SH:25].B(F)(F)F.CCOCC. (2) Given the product [CH2:1]([C:3]1[C:4]([NH:11][C@@H:12]2[C:20]3[C:15](=[CH:16][CH:17]=[CH:18][CH:19]=3)[CH2:23][CH2:14][C@H:13]2[OH:21])=[N:5][C:6]([CH2:9][CH3:10])=[CH:7][N:8]=1)[CH3:2], predict the reactants needed to synthesize it. The reactants are: [CH2:1]([C:3]1[C:4]([NH:11][C@@H:12]2[C:20]3[C:15](=[CH:16][CH:17]=[CH:18][CH:19]=3)[CH2:14][C@@H:13]2[OH:21])=[N:5][C:6]([CH2:9][CH3:10])=[CH:7][N:8]=1)[CH3:2].N[C@@H:23]1C2C(=CC=CC=2)CC[C@H]1O. (3) Given the product [NH2:2][C:1]1[NH:19][C:8]2[C:7]([C:3]=1[C:4]([NH2:6])=[O:5])=[CH:12][CH:11]=[C:10]([C:13]1[N:14]=[N:15][N:16]([CH3:18])[N:17]=1)[CH:9]=2, predict the reactants needed to synthesize it. The reactants are: [C:1]([CH:3]([C:7]1[CH:12]=[CH:11][C:10]([C:13]2[N:14]=[N:15][N:16]([CH3:18])[N:17]=2)=[CH:9][C:8]=1[N+:19]([O-])=O)[C:4]([NH2:6])=[O:5])#[N:2]. (4) Given the product [Br:22][C:19]1[CH:20]=[N:21][C:16]([NH:15][C:13]2[CH:12]=[CH:11][C:10]([F:23])=[C:9]([CH:14]=2)[O:8][CH2:7][CH2:6][N:24]2[CH2:29][CH2:28][CH:27]([C:30]([O:32][CH3:33])=[O:31])[CH2:26][CH2:25]2)=[N:17][CH:18]=1, predict the reactants needed to synthesize it. The reactants are: CS(O[CH2:6][CH2:7][O:8][C:9]1[CH:14]=[C:13]([NH:15][C:16]2[N:21]=[CH:20][C:19]([Br:22])=[CH:18][N:17]=2)[CH:12]=[CH:11][C:10]=1[F:23])(=O)=O.[NH:24]1[CH2:29][CH2:28][CH:27]([C:30]([O:32][CH3:33])=[O:31])[CH2:26][CH2:25]1. (5) Given the product [Cl:13][C:14]1[CH:15]=[CH:16][C:17]([C:20]2[N:2]([C:4]3[CH:9]=[CH:8][CH:7]=[CH:6][C:5]=3[N:10]([CH3:12])[CH3:11])[N:3]=[C:22]([CH:24]3[CH2:25][C:26]([CH3:33])([CH3:32])[O:27][C:28]([CH3:31])([CH3:30])[CH2:29]3)[CH:21]=2)=[CH:18][CH:19]=1, predict the reactants needed to synthesize it. The reactants are: Cl.[NH:2]([C:4]1[CH:9]=[CH:8][CH:7]=[CH:6][C:5]=1[N:10]([CH3:12])[CH3:11])[NH2:3].[Cl:13][C:14]1[CH:19]=[CH:18][C:17]([C:20](=O)[CH2:21][C:22]([CH:24]2[CH2:29][C:28]([CH3:31])([CH3:30])[O:27][C:26]([CH3:33])([CH3:32])[CH2:25]2)=O)=[CH:16][CH:15]=1.C(N(CC)CC)C.